This data is from Full USPTO retrosynthesis dataset with 1.9M reactions from patents (1976-2016). The task is: Predict the reactants needed to synthesize the given product. (1) The reactants are: [F:1][CH:2]([F:31])[N:3]1[CH:7]=[C:6]([NH:8][C:9]2[N:14]=[CH:13][N:12]=[C:11]([C:15]3[CH:16]=[CH:17][C:18]([O:23][C@H:24]4[CH2:29][CH2:28][NH:27][CH2:26][C@H:25]4[F:30])=[C:19]([CH:22]=3)[C:20]#[N:21])[N:10]=2)[CH:5]=[N:4]1.[OH:32][C@@H:33]([CH3:37])[C:34](O)=[O:35]. Given the product [F:31][CH:2]([F:1])[N:3]1[CH:7]=[C:6]([NH:8][C:9]2[N:14]=[CH:13][N:12]=[C:11]([C:15]3[CH:16]=[CH:17][C:18]([O:23][C@H:24]4[CH2:29][CH2:28][N:27]([C:34](=[O:35])[C@@H:33]([OH:32])[CH3:37])[CH2:26][C@H:25]4[F:30])=[C:19]([CH:22]=3)[C:20]#[N:21])[N:10]=2)[CH:5]=[N:4]1, predict the reactants needed to synthesize it. (2) Given the product [F:26][C:24]1[CH:23]=[CH:22][C:21]([O:27][CH2:28][C:29]2[CH:30]=[CH:31][C:32]([F:35])=[CH:33][CH:34]=2)=[C:20]([C:15]2[N:14]([C:6]3[CH:5]=[C:4]([CH:9]=[C:8]([C:10]([F:11])([F:13])[F:12])[CH:7]=3)[C:3]([OH:36])=[O:2])[C:18]([CH3:19])=[CH:17][CH:16]=2)[CH:25]=1, predict the reactants needed to synthesize it. The reactants are: C[O:2][C:3](=[O:36])[C:4]1[CH:9]=[C:8]([C:10]([F:13])([F:12])[F:11])[CH:7]=[C:6]([N:14]2[C:18]([CH3:19])=[CH:17][CH:16]=[C:15]2[C:20]2[CH:25]=[C:24]([F:26])[CH:23]=[CH:22][C:21]=2[O:27][CH2:28][C:29]2[CH:34]=[CH:33][C:32]([F:35])=[CH:31][CH:30]=2)[CH:5]=1.[OH-].[Na+].Cl. (3) Given the product [NH2:19][C:3]1[CH:4]=[C:5]([S:8]([N:11]2[CH2:15][CH2:14][CH2:13][C@@H:12]2[CH2:16][CH2:17][OH:18])(=[O:10])=[O:9])[CH:6]=[CH:7][C:2]=1[CH3:1], predict the reactants needed to synthesize it. The reactants are: [CH3:1][C:2]1[CH:7]=[CH:6][C:5]([S:8]([N:11]2[CH2:15][CH2:14][CH2:13][C@@H:12]2[CH2:16][CH2:17][OH:18])(=[O:10])=[O:9])=[CH:4][C:3]=1[N+:19]([O-])=O.CO.O.NN. (4) Given the product [F:1][C:2]([F:13])([F:14])[C:3]1[CH:4]=[CH:5][C:6]([CH2:9][CH2:10][OH:11])=[CH:7][CH:8]=1, predict the reactants needed to synthesize it. The reactants are: [F:1][C:2]([F:14])([F:13])[C:3]1[CH:8]=[CH:7][C:6]([CH2:9][C:10](O)=[O:11])=[CH:5][CH:4]=1.B.O.C(=O)([O-])[O-].[K+].[K+]. (5) Given the product [Br:1][C:2]1[CH:11]=[CH:10][C:9]([NH:12][C:17](=[O:19])[CH:16]=[N:23][OH:24])=[C:8]2[C:3]=1[CH2:4][CH2:5][N:6]([CH2:13][CH3:14])[CH2:7]2, predict the reactants needed to synthesize it. The reactants are: [Br:1][C:2]1[CH:11]=[CH:10][C:9]([NH2:12])=[C:8]2[C:3]=1[CH2:4][CH2:5][N:6]([CH2:13][CH3:14])[CH2:7]2.Cl[C:16](Cl)(Cl)[CH:17]([OH:19])O.Cl.[NH2:23][OH:24].[O-]S([O-])(=O)=O.[Na+].[Na+].[OH-].[Na+]. (6) The reactants are: Cl.[Cl:2][C:3]1[CH:4]=[C:5]([NH:9][NH2:10])[CH:6]=[CH:7][CH:8]=1.[Br:11][C:12]1[CH:20]=[CH:19][C:15]([C:16](Cl)=[O:17])=[CH:14][CH:13]=1.C([O-])(O)=O.[Na+]. Given the product [Br:11][C:12]1[CH:20]=[CH:19][C:15]([C:16]([NH:10][NH:9][C:5]2[CH:6]=[CH:7][CH:8]=[C:3]([Cl:2])[CH:4]=2)=[O:17])=[CH:14][CH:13]=1, predict the reactants needed to synthesize it. (7) The reactants are: O[C:5]1[C:6]2[N:7]=N[NH:7][C:6]=2[CH:5]=[CH:4][CH:4]=1.C(N1CCOCC1)C.C(N)C#C.Cl.CN(C)CCCN=C=NCC.[NH:35]1[C:43]2[C:38](=[CH:39][CH:40]=[C:41]([CH2:44][C:45]([OH:47])=O)[CH:42]=2)[CH:37]=[CH:36]1. Given the product [NH:35]1[C:43]2[C:38](=[CH:39][CH:40]=[C:41]([CH2:44][C:45]([NH:7][CH2:6][C:5]#[CH:4])=[O:47])[CH:42]=2)[CH:37]=[CH:36]1, predict the reactants needed to synthesize it. (8) Given the product [F:23][C:18]1[CH:17]=[C:16]([N:5]([CH2:6][CH2:7][CH2:8][O:9][CH:10]2[CH2:15][CH2:14][CH2:13][CH2:12][O:11]2)[C:4]2[NH:3][C:1]([NH2:2])=[N:33][N:32]=2)[CH:21]=[CH:20][C:19]=1[F:22], predict the reactants needed to synthesize it. The reactants are: [C:1](/[N:3]=[C:4](\OC1C=CC=CC=1)/[N:5]([C:16]1[CH:21]=[CH:20][C:19]([F:22])=[C:18]([F:23])[CH:17]=1)[CH2:6][CH2:7][CH2:8][O:9][CH:10]1[CH2:15][CH2:14][CH2:13][CH2:12][O:11]1)#[N:2].O.[NH2:32][NH2:33].O. (9) The reactants are: Cl[C:2]([C:4]1[CH:5]=[C:6]([C:17]([O:19][CH2:20][CH3:21])=[O:18])[CH:7]=[C:8]([C:10]2[CH:15]=[CH:14][C:13]([CH3:16])=[CH:12][CH:11]=2)[CH:9]=1)=[O:3].[NH:22]1[CH2:26][CH2:25][CH2:24][CH2:23]1.C(N(CC)CC)C. Given the product [CH3:16][C:13]1[CH:14]=[CH:15][C:10]([C:8]2[CH:9]=[C:4]([C:2]([N:22]3[CH2:26][CH2:25][CH2:24][CH2:23]3)=[O:3])[CH:5]=[C:6]([C:17]([O:19][CH2:20][CH3:21])=[O:18])[CH:7]=2)=[CH:11][CH:12]=1, predict the reactants needed to synthesize it. (10) Given the product [F:1][C:2]1[CH:3]=[C:4]([CH:14]([NH:16][C:17]([C:19]2[S:20][C:21]([O:34][C:30]3[CH:31]=[CH:32][CH:33]=[C:28]([CH:25]([CH3:27])[CH3:26])[CH:29]=3)=[CH:22][CH:23]=2)=[O:18])[CH3:15])[CH:5]=[C:6]([F:13])[C:7]=1[NH:8][S:9]([CH3:12])(=[O:11])=[O:10], predict the reactants needed to synthesize it. The reactants are: [F:1][C:2]1[CH:3]=[C:4]([CH:14]([NH:16][C:17]([C:19]2[S:20][C:21](Br)=[CH:22][CH:23]=2)=[O:18])[CH3:15])[CH:5]=[C:6]([F:13])[C:7]=1[NH:8][S:9]([CH3:12])(=[O:11])=[O:10].[CH:25]([C:28]1[CH:29]=[C:30]([OH:34])[CH:31]=[CH:32][CH:33]=1)([CH3:27])[CH3:26].C([O-])([O-])=O.[Cs+].[Cs+].CN1C(=O)CCC1.